From a dataset of Full USPTO retrosynthesis dataset with 1.9M reactions from patents (1976-2016). Predict the reactants needed to synthesize the given product. Given the product [Br:18][C:10]1[C:9]2[C:4](=[CH:5][CH:6]=[CH:7][CH:8]=2)[NH:3][C:2]=1[CH3:1], predict the reactants needed to synthesize it. The reactants are: [CH3:1][C:2]1[NH:3][C:4]2[C:9]([CH:10]=1)=[CH:8][CH:7]=[CH:6][CH:5]=2.C1C(=O)N([Br:18])C(=O)C1.